Dataset: Forward reaction prediction with 1.9M reactions from USPTO patents (1976-2016). Task: Predict the product of the given reaction. (1) Given the reactants [C:1]([O:5][C:6](=[O:17])[CH2:7][C@H:8]([NH2:16])[C:9]1[CH:14]=[CH:13][C:12]([OH:15])=[CH:11][CH:10]=1)([CH3:4])([CH3:3])[CH3:2].O=C1CCC(=O)N1[O:25][C:26]([C@@H:28]1[CH2:33][CH2:32][CH2:31][N:30]([C:34](=[O:50])[CH2:35][CH2:36][CH:37]2[CH2:42][CH2:41][N:40]([C:43]([O:45][C:46]([CH3:49])([CH3:48])[CH3:47])=[O:44])[CH2:39][CH2:38]2)[CH2:29]1)=O.C(N(CC)CC)C.[Cl-].[NH4+], predict the reaction product. The product is: [C:46]([O:45][C:43]([N:40]1[CH2:39][CH2:38][CH:37]([CH2:36][CH2:35][C:34]([N:30]2[CH2:31][CH2:32][CH2:33][C@@H:28]([C:26](=[O:25])[NH:16][C@H:8]([C:9]3[CH:10]=[CH:11][C:12]([OH:15])=[CH:13][CH:14]=3)[CH2:7][C:6]([O:5][C:1]([CH3:4])([CH3:2])[CH3:3])=[O:17])[CH2:29]2)=[O:50])[CH2:42][CH2:41]1)=[O:44])([CH3:49])([CH3:48])[CH3:47]. (2) Given the reactants [N+:1]([C:4]1[CH:9]=[CH:8][C:7]([OH:10])=[CH:6][CH:5]=1)([O-:3])=[O:2].C(=O)([O-])[O-].[K+].[K+].[F:17][CH:18]([F:24])[C:19]([F:23])([F:22])[CH2:20]I, predict the reaction product. The product is: [N+:1]([C:4]1[CH:9]=[CH:8][C:7]([O:10][CH2:20][C:19]([F:23])([F:22])[CH:18]([F:24])[F:17])=[CH:6][CH:5]=1)([O-:3])=[O:2]. (3) Given the reactants [OH:1][C:2]1[CH:11]=[C:10]([CH2:12][N:13]2[CH2:18][CH2:17][CH2:16][CH2:15][CH2:14]2)[C:9]([C:19]([F:22])([F:21])[F:20])=[CH:8][C:3]=1[C:4]([O:6][CH3:7])=[O:5].C(=O)([O-])[O-].[Cs+].[Cs+].[CH2:29](Br)[C:30]1[CH:35]=[CH:34][CH:33]=[CH:32][CH:31]=1.C(OCC)(=O)C, predict the reaction product. The product is: [C:30]1([CH2:29][O:1][C:2]2[CH:11]=[C:10]([CH2:12][N:13]3[CH2:18][CH2:17][CH2:16][CH2:15][CH2:14]3)[C:9]([C:19]([F:22])([F:20])[F:21])=[CH:8][C:3]=2[C:4]([O:6][CH3:7])=[O:5])[CH:35]=[CH:34][CH:33]=[CH:32][CH:31]=1. (4) Given the reactants CC1(C)C(C)(C)OB([C:9]2[CH:14]=[CH:13][C:12]([C:15]([F:18])([F:17])[F:16])=[CH:11][CH:10]=2)O1.Br[C:21]1[CH:22]=[C:23]([CH:26]=[CH:27][C:28]=1[O:29][CH3:30])[C:24]#[N:25].C(=O)([O-])[O-].[K+].[K+].O, predict the reaction product. The product is: [CH3:30][O:29][C:28]1[C:27]([C:9]2[CH:10]=[CH:11][C:12]([C:15]([F:16])([F:17])[F:18])=[CH:13][CH:14]=2)=[CH:26][C:23]([C:24]#[N:25])=[CH:22][CH:21]=1. (5) Given the reactants C(OC([N:8]1[CH2:13][CH2:12][C:11]([C:20]2[CH:24]=[C:23]([NH:25][C:26](=[O:40])[CH:27]([NH:29][C:30]([O:32][CH2:33][C:34]3[CH:39]=[CH:38][CH:37]=[CH:36][CH:35]=3)=[O:31])[CH3:28])[N:22]([C:41]([CH3:44])([CH3:43])[CH3:42])[N:21]=2)([C:14]2[CH:19]=[CH:18][CH:17]=[CH:16][CH:15]=2)[CH2:10][CH2:9]1)=O)(C)(C)C.C([O-])(O)=O.[Na+], predict the reaction product. The product is: [CH2:33]([O:32][C:30](=[O:31])[NH:29][CH:27]([C:26](=[O:40])[NH:25][C:23]1[N:22]([C:41]([CH3:43])([CH3:42])[CH3:44])[N:21]=[C:20]([C:11]2([C:14]3[CH:15]=[CH:16][CH:17]=[CH:18][CH:19]=3)[CH2:12][CH2:13][NH:8][CH2:9][CH2:10]2)[CH:24]=1)[CH3:28])[C:34]1[CH:39]=[CH:38][CH:37]=[CH:36][CH:35]=1. (6) Given the reactants [N:1]1([CH2:6][CH2:7][O:8][C:9]2[CH:14]=[CH:13][C:12]([NH:15][C:16]3[N:33]=[C:19]4[CH:20]=[CH:21][CH:22]=[C:23]([C:24]5[CH:25]=[C:26]([CH:30]=[CH:31][CH:32]=5)[C:27](O)=[O:28])[N:18]4[N:17]=3)=[CH:11][CH:10]=2)[CH2:5][CH2:4][CH2:3][CH2:2]1.C(N(C(C)C)CC)(C)C.CN([C:46]([O:50][N:51]1N=NC2C=CC=C[C:52]1=2)=[N+](C)C)C.F[P-](F)(F)(F)(F)F, predict the reaction product. The product is: [CH3:46][O:50][N:51]([CH3:52])[C:27](=[O:28])[C:26]1[CH:30]=[CH:31][CH:32]=[C:24]([C:23]2[N:18]3[N:17]=[C:16]([NH:15][C:12]4[CH:13]=[CH:14][C:9]([O:8][CH2:7][CH2:6][N:1]5[CH2:5][CH2:4][CH2:3][CH2:2]5)=[CH:10][CH:11]=4)[N:33]=[C:19]3[CH:20]=[CH:21][CH:22]=2)[CH:25]=1.